Task: Predict the product of the given reaction.. Dataset: Forward reaction prediction with 1.9M reactions from USPTO patents (1976-2016) Given the reactants [CH3:1][N:2]1[CH2:9][C@H:8]2[N:10]([C:11]([O:13][C:14]([CH3:17])([CH3:16])[CH3:15])=[O:12])[C@H:4]([CH2:5][C:6](=[O:18])[CH2:7]2)[CH2:3]1.[F:19][C:20]([F:40])([F:39])[S:21](N(C1C=CC(Cl)=CN=1)[S:21]([C:20]([F:40])([F:39])[F:19])(=[O:23])=[O:22])(=[O:23])=[O:22], predict the reaction product. The product is: [CH3:1][N:2]1[CH2:3][C@H:4]2[N:10]([C:11]([O:13][C:14]([CH3:15])([CH3:17])[CH3:16])=[O:12])[C@H:8]([CH2:7][C:6]([O:18][S:21]([C:20]([F:40])([F:39])[F:19])(=[O:23])=[O:22])=[CH:5]2)[CH2:9]1.